From a dataset of Forward reaction prediction with 1.9M reactions from USPTO patents (1976-2016). Predict the product of the given reaction. (1) The product is: [C:1]([C:5]1[N:10]=[C:9]([N:11]2[CH2:16][CH2:15][N:14]([CH2:17][CH2:18][CH2:19][CH2:20][NH:21][C:31]([N:49]3[CH2:50][CH2:51][N:46]([C:41]4[CH:42]=[CH:43][CH:44]=[CH:45][C:40]=4[C:38]#[N:39])[CH2:47][CH2:48]3)=[O:32])[CH2:13][CH2:12]2)[CH:8]=[C:7]([C:22]([F:24])([F:25])[F:23])[N:6]=1)([CH3:4])([CH3:2])[CH3:3]. Given the reactants [C:1]([C:5]1[N:10]=[C:9]([N:11]2[CH2:16][CH2:15][N:14]([CH2:17][CH2:18][CH2:19][CH2:20][NH2:21])[CH2:13][CH2:12]2)[CH:8]=[C:7]([C:22]([F:25])([F:24])[F:23])[N:6]=1)([CH3:4])([CH3:3])[CH3:2].C1N=CN([C:31](N2C=NC=C2)=[O:32])C=1.[C:38]([C:40]1[CH:45]=[CH:44][CH:43]=[CH:42][C:41]=1[N:46]1[CH2:51][CH2:50][NH:49][CH2:48][CH2:47]1)#[N:39], predict the reaction product. (2) Given the reactants O.[NH2:2][NH2:3].Cl[C:5]1[C:10]([C:11]#[N:12])=[CH:9][C:8]([C:13]2[CH:18]=[CH:17][CH:16]=[CH:15][CH:14]=2)=[N:7][CH:6]=1, predict the reaction product. The product is: [C:13]1([C:8]2[CH:9]=[C:10]3[C:11]([NH2:12])=[N:3][NH:2][C:5]3=[CH:6][N:7]=2)[CH:18]=[CH:17][CH:16]=[CH:15][CH:14]=1. (3) Given the reactants Br[N:2]1[C:10]2[C:5](=[CH:6][CH:7]=[CH:8][CH:9]=2)[CH:4]=[C:3]1[C:11]1[C:16]([F:17])=[CH:15][CH:14]=[CH:13][C:12]=1[F:18].[CH3:19][N:20]1[CH:24]=[CH:23][C:22](B(O)O)([C:25]([F:28])([F:27])[F:26])[NH:21]1.C([O-])([O-])=O.[Na+].[Na+], predict the reaction product. The product is: [F:18][C:12]1[CH:13]=[CH:14][CH:15]=[C:16]([F:17])[C:11]=1[C:3]1[NH:2][C:10]2[C:5]([CH:4]=1)=[CH:6][C:7]([C:24]1[N:20]([CH3:19])[N:21]=[C:22]([C:25]([F:28])([F:27])[F:26])[CH:23]=1)=[CH:8][CH:9]=2. (4) Given the reactants [SH:1][C:2]1[CH:7]=[CH:6][C:5]([B:8]([OH:10])[OH:9])=[CH:4][CH:3]=1.Br[CH2:12][CH2:13][CH2:14][O:15][CH3:16].C([O-])([O-])=O.[K+].[K+].[Na+].[I-].Cl, predict the reaction product. The product is: [CH3:16][O:15][CH2:14][CH2:13][CH2:12][S:1][C:2]1[CH:7]=[CH:6][C:5]([B:8]([OH:10])[OH:9])=[CH:4][CH:3]=1. (5) Given the reactants [CH:1]1[C:14]2[CH2:13][C:12]3[C:7](=[CH:8][CH:9]=[CH:10][CH:11]=3)[S:6][C:5]=2[CH:4]=[CH:3][CH:2]=1.[C:15](Cl)(=[O:19])[CH:16]([CH3:18])[CH3:17].[Cl-].[Al+3].[Cl-].[Cl-], predict the reaction product. The product is: [C:15]([C:10]1[CH:9]=[CH:8][C:7]2[S:6][C:5]3[C:14](=[CH:1][C:2]([C:15](=[O:19])[CH:16]([CH3:18])[CH3:17])=[CH:3][CH:4]=3)[CH2:13][C:12]=2[CH:11]=1)(=[O:19])[CH:16]([CH3:18])[CH3:17]. (6) Given the reactants N1CCCCC1.C1C2C(COC([NH:24][CH2:25][C:26]3[C:27]([CH3:42])=[CH:28][C:29]([NH:34][C:35](=[O:41])[O:36][C:37]([CH3:40])([CH3:39])[CH3:38])=[N:30][C:31]=3[CH2:32][OH:33])=O)C3C(=CC=CC=3)C=2C=CC=1, predict the reaction product. The product is: [NH2:24][CH2:25][C:26]1[C:27]([CH3:42])=[CH:28][C:29]([NH:34][C:35](=[O:41])[O:36][C:37]([CH3:38])([CH3:39])[CH3:40])=[N:30][C:31]=1[CH2:32][OH:33]. (7) Given the reactants CS([C:5]1[CH:10]=[CH:9][N:8]=[C:7]([C:11]2[N:15]([C:16]3[CH:17]=[N:18][C:19]([O:22][CH3:23])=[CH:20][CH:21]=3)[N:14]=[C:13]([C:24]([N:26]3[CH2:31][CH2:30][CH2:29][CH2:28][CH2:27]3)=[O:25])[CH:12]=2)[CH:6]=1)(=O)=O.[C-:32]#[N:33].[K+], predict the reaction product. The product is: [C:32]([C:5]1[CH:10]=[CH:9][N:8]=[C:7]([C:11]2[N:15]([C:16]3[CH:17]=[N:18][C:19]([O:22][CH3:23])=[CH:20][CH:21]=3)[N:14]=[C:13]([C:24]([N:26]3[CH2:31][CH2:30][CH2:29][CH2:28][CH2:27]3)=[O:25])[CH:12]=2)[CH:6]=1)#[N:33]. (8) The product is: [NH2:25][C:24]1[CH:23]=[CH:22][C:28]([CH3:29])=[C:27]([CH2:18][C@@:12]([NH:11][C:9]([O:8][CH2:1][C:2]2[CH:7]=[CH:6][CH:5]=[CH:4][CH:3]=2)=[O:10])([CH3:20])[CH2:13][C:14]([O:16][CH3:17])=[O:15])[CH:26]=1. Given the reactants [CH2:1]([O:8][C:9]([NH:11][C@@:12]([CH3:20])([CH2:18]I)[CH2:13][C:14]([O:16][CH3:17])=[O:15])=[O:10])[C:2]1[CH:7]=[CH:6][CH:5]=[CH:4][CH:3]=1.I[C:22]1[CH:23]=[C:24]([CH:26]=[CH:27][C:28]=1[CH3:29])[NH2:25].C1(C)C=CC=CC=1P(C1C=CC=CC=1C)C1C=CC=CC=1C, predict the reaction product.